From a dataset of Catalyst prediction with 721,799 reactions and 888 catalyst types from USPTO. Predict which catalyst facilitates the given reaction. Reactant: [CH:1]1([N:5]2[CH2:10][CH2:9][N:8]([C:11]([C:13]3[N:14]([CH2:29][CH3:30])[C:15]([C:19]4[C:28]5[C:23](=[CH:24][CH:25]=[CH:26][CH:27]=5)[CH:22]=[CH:21][CH:20]=4)=[N:16][C:17]=3[CH3:18])=O)[CH2:7][CH2:6]2)[CH2:4][CH2:3][CH2:2]1.CC(C[AlH]CC(C)C)C. Product: [CH:1]1([N:5]2[CH2:6][CH2:7][N:8]([CH2:11][C:13]3[N:14]([CH2:29][CH3:30])[C:15]([C:19]4[C:28]5[C:23](=[CH:24][CH:25]=[CH:26][CH:27]=5)[CH:22]=[CH:21][CH:20]=4)=[N:16][C:17]=3[CH3:18])[CH2:9][CH2:10]2)[CH2:4][CH2:3][CH2:2]1. The catalyst class is: 1.